From a dataset of Full USPTO retrosynthesis dataset with 1.9M reactions from patents (1976-2016). Predict the reactants needed to synthesize the given product. (1) Given the product [CH3:23][C@H:24]1[CH2:29][CH2:28][C@H:27]([CH:30]=[O:31])[CH2:26][CH2:25]1, predict the reactants needed to synthesize it. The reactants are: CC(OI1(OC(C)=O)(OC(C)=O)OC(=O)C2C=CC=CC1=2)=O.[CH3:23][C@H:24]1[CH2:29][CH2:28][C@H:27]([CH2:30][OH:31])[CH2:26][CH2:25]1.C([O-])(O)=O.[Na+].[O-]S([O-])(=S)=O.[Na+].[Na+]. (2) Given the product [N+:25]([C:22]1[CH:23]=[CH:24][C:19]([CH2:18][CH2:17][N:6]([CH2:5][C:4]([OH:28])=[O:3])[S:7]([C:10]2[CH:15]=[CH:14][C:13]([CH3:16])=[CH:12][CH:11]=2)(=[O:9])=[O:8])=[CH:20][CH:21]=1)([O-:27])=[O:26], predict the reactants needed to synthesize it. The reactants are: C([O:3][C:4](=[O:28])[CH2:5][N:6]([CH2:17][CH2:18][C:19]1[CH:24]=[CH:23][C:22]([N+:25]([O-:27])=[O:26])=[CH:21][CH:20]=1)[S:7]([C:10]1[CH:15]=[CH:14][C:13]([CH3:16])=[CH:12][CH:11]=1)(=[O:9])=[O:8])C.CO.C(=O)([O-])[O-].[K+].[K+]. (3) Given the product [C:18]([C:10]1[C:11]2[C:16]([CH3:17])=[CH:15][NH:14][C:12]=2[N:13]=[C:8]([C:5]2[CH:6]=[CH:7][C:2]([Cl:1])=[C:3]([O:23][CH3:24])[C:4]=2[F:22])[N:9]=1)([OH:20])=[O:19], predict the reactants needed to synthesize it. The reactants are: [Cl:1][C:2]1[CH:7]=[CH:6][C:5]([C:8]2[N:9]=[C:10]([C:18]([O:20]C)=[O:19])[C:11]3[C:16]([CH3:17])=[CH:15][NH:14][C:12]=3[N:13]=2)=[C:4]([F:22])[C:3]=1[O:23][CH3:24].[OH-].[Na+].O1CCCC1. (4) The reactants are: [Cl:1][C:2]1[N:7]2[N:8]=[C:9]([C:11]3[O:12][CH:13]=[CH:14][CH:15]=3)[CH:10]=[C:6]2[CH:5]=[CH:4][CH:3]=1.[Br:16]N1C(=O)CCC1=O.[Cl-].[NH4+].CCOCC. Given the product [Br:16][C:10]1[C:9]([C:11]2[O:12][CH:13]=[CH:14][CH:15]=2)=[N:8][N:7]2[C:2]([Cl:1])=[CH:3][CH:4]=[CH:5][C:6]=12, predict the reactants needed to synthesize it. (5) Given the product [N:1]1[CH:6]=[CH:5][CH:4]=[C:3]([CH2:7][NH:8][C:9]([C:11]2[S:15][C:14]([C:16]3[CH:20]=[CH:19][N:18]([CH2:23][C:24]4[CH:29]=[CH:28][CH:27]=[C:26]([F:30])[CH:25]=4)[N:17]=3)=[N:13][C:12]=2[CH3:21])=[O:10])[CH:2]=1, predict the reactants needed to synthesize it. The reactants are: [N:1]1[CH:6]=[CH:5][CH:4]=[C:3]([CH2:7][NH:8][C:9]([C:11]2[S:15][C:14]([C:16]3[NH:17][N:18]=[CH:19][CH:20]=3)=[N:13][C:12]=2[CH3:21])=[O:10])[CH:2]=1.Br[CH2:23][C:24]1[CH:29]=[CH:28][CH:27]=[C:26]([F:30])[CH:25]=1. (6) Given the product [CH:38]([O:8][CH2:9][CH2:10][CH2:11][N:12]1[C:17](=[O:18])[C:16]2[C:19]([CH2:30][CH2:31][CH:32]([CH3:34])[CH3:33])=[C:20]([C:23]3[CH:28]=[CH:27][CH:26]=[C:25]([Cl:29])[CH:24]=3)[N:21]=[CH:22][C:15]=2[N:14]([CH3:36])[C:13]1=[O:37])=[O:39], predict the reactants needed to synthesize it. The reactants are: [Si]([O:8][CH2:9][CH2:10][CH2:11][N:12]1[C:17](=[O:18])[C:16]2[C:19]([CH:30](O)[CH2:31][CH:32]([CH3:34])[CH3:33])=[C:20]([C:23]3[CH:28]=[CH:27][CH:26]=[C:25]([Cl:29])[CH:24]=3)[N:21]=[CH:22][C:15]=2[N:14]([CH3:36])[C:13]1=[O:37])(C(C)(C)C)(C)C.[CH:38](O)=[O:39]. (7) Given the product [C:1]([C:3]1[CH:4]=[C:5]([C:6]2[O:7][N:18]=[C:19]([C:20]3[CH:29]=[CH:28][CH:27]=[C:26]4[C:21]=3[CH:22]=[CH:23][N:24]=[C:25]4[CH2:30][CH2:31][C:32]([O:34][C:35]([CH3:38])([CH3:37])[CH3:36])=[O:33])[N:39]=2)[CH:9]=[CH:10][C:11]=1[O:12][CH2:13][CH:14]1[CH2:16][CH2:15]1)#[N:2], predict the reactants needed to synthesize it. The reactants are: [C:1]([C:3]1[CH:4]=[C:5]([CH:9]=[CH:10][C:11]=1[O:12][CH2:13][CH:14]1[CH2:16][CH2:15]1)[C:6](Cl)=[O:7])#[N:2].O[NH:18][C:19](=[NH:39])[C:20]1[CH:29]=[CH:28][CH:27]=[C:26]2[C:21]=1[CH:22]=[CH:23][N:24]=[C:25]2[CH2:30][CH2:31][C:32]([O:34][C:35]([CH3:38])([CH3:37])[CH3:36])=[O:33].C(N(CC)CC)C. (8) Given the product [C:1]([O:5][C:6](=[O:35])[N:7]([CH2:33][CH3:34])[CH2:8][C:9]1[CH:10]=[N:11][CH:12]=[C:13]([C:16]2[CH:17]=[C:18]3[C:22](=[CH:23][CH:24]=2)[N:21]([CH:25]2[CH2:30][CH2:29][CH2:28][CH2:27][O:26]2)[N:20]=[C:19]3[C:31]2[NH:40][CH:36]=[CH:37][N:42]=2)[C:14]=1[CH3:15])([CH3:2])([CH3:3])[CH3:4], predict the reactants needed to synthesize it. The reactants are: [C:1]([O:5][C:6](=[O:35])[N:7]([CH2:33][CH3:34])[CH2:8][C:9]1[CH:10]=[N:11][CH:12]=[C:13]([C:16]2[CH:17]=[C:18]3[C:22](=[CH:23][CH:24]=2)[N:21]([CH:25]2[CH2:30][CH2:29][CH2:28][CH2:27][O:26]2)[N:20]=[C:19]3[CH:31]=O)[C:14]=1[CH3:15])([CH3:4])([CH3:3])[CH3:2].[C:36]([O-])(=O)[CH3:37].[NH4+:40].[OH-].[NH4+:42].C(C=O)=O.C(=O)(O)[O-].[Na+]. (9) The reactants are: [CH2:1]([O:8][C:9]([NH:11][C:12]1[CH:29]=[CH:28][C:15]([O:16][C:17]2[CH:22]=[CH:21][N:20]=[C:19]([C:23]([O:25]CC)=[O:24])[CH:18]=2)=[CH:14][C:13]=1[F:30])=[O:10])[C:2]1[CH:7]=[CH:6][CH:5]=[CH:4][CH:3]=1.[OH-].[Li+].Cl. Given the product [CH2:1]([O:8][C:9]([NH:11][C:12]1[CH:29]=[CH:28][C:15]([O:16][C:17]2[CH:22]=[CH:21][N:20]=[C:19]([C:23]([OH:25])=[O:24])[CH:18]=2)=[CH:14][C:13]=1[F:30])=[O:10])[C:2]1[CH:3]=[CH:4][CH:5]=[CH:6][CH:7]=1, predict the reactants needed to synthesize it. (10) Given the product [CH:3]1[C:15]2[CH:14]([CH2:16][O:17][C:18]([N:20]3[CH2:25][CH2:24][N:23]([CH2:26][CH2:27][C:28]4[NH:40][C:37]5[CH:38]=[CH:39][C:34]([F:33])=[CH:35][C:36]=5[N:41]=4)[CH2:22][CH2:21]3)=[O:19])[C:13]3[C:8](=[CH:9][CH:10]=[CH:11][CH:12]=3)[C:7]=2[CH:6]=[CH:5][CH:4]=1, predict the reactants needed to synthesize it. The reactants are: Cl.Cl.[CH:3]1[C:15]2[CH:14]([CH2:16][O:17][C:18]([N:20]3[CH2:25][CH2:24][N:23]([CH2:26][CH2:27][C:28](OCC)=N)[CH2:22][CH2:21]3)=[O:19])[C:13]3[C:8](=[CH:9][CH:10]=[CH:11][CH:12]=3)[C:7]=2[CH:6]=[CH:5][CH:4]=1.[F:33][C:34]1[CH:39]=[CH:38][C:37]([NH2:40])=[C:36]([NH2:41])[CH:35]=1.C(Cl)(Cl)Cl.C(=O)([O-])[O-].[K+].[K+].